Dataset: Full USPTO retrosynthesis dataset with 1.9M reactions from patents (1976-2016). Task: Predict the reactants needed to synthesize the given product. (1) Given the product [CH:1]([C:4]1[CH:8]=[C:7]([C:9]2[CH:10]=[CH:11][C:12]([O:13][CH2:14][CH2:15][NH:16][C:17](=[O:23])[O:18][C:19]([CH3:22])([CH3:20])[CH3:21])=[CH:24][CH:25]=2)[N:6]([C:26]2[CH:31]=[CH:30][C:29]([O:32][CH3:33])=[CH:28][CH:27]=2)[N:5]=1)([CH3:3])[CH3:2], predict the reactants needed to synthesize it. The reactants are: [C:1]([C:4]1[CH:8]=[C:7]([C:9]2[CH:25]=[CH:24][C:12]([O:13][CH2:14][CH2:15][NH:16][C:17](=[O:23])[O:18][C:19]([CH3:22])([CH3:21])[CH3:20])=[CH:11][CH:10]=2)[N:6]([C:26]2[CH:31]=[CH:30][C:29]([O:32][CH3:33])=[CH:28][CH:27]=2)[N:5]=1)([CH3:3])=[CH2:2]. (2) Given the product [C:18]1([N:24]2[CH2:29][CH2:28][N:27]([CH2:14][CH2:13][CH2:12][C:11]3[N:7]([C:1]4[CH:6]=[CH:5][CH:4]=[CH:3][CH:2]=4)[N:8]=[C:9]([CH2:16][CH3:17])[CH:10]=3)[CH2:26][CH2:25]2)[CH:23]=[CH:22][CH:21]=[CH:20][CH:19]=1, predict the reactants needed to synthesize it. The reactants are: [C:1]1([N:7]2[C:11]([CH2:12][CH2:13][CH:14]=O)=[CH:10][C:9]([CH2:16][CH3:17])=[N:8]2)[CH:6]=[CH:5][CH:4]=[CH:3][CH:2]=1.[C:18]1([N:24]2[CH2:29][CH2:28][NH:27][CH2:26][CH2:25]2)[CH:23]=[CH:22][CH:21]=[CH:20][CH:19]=1.CCN(C(C)C)C(C)C.[BH-](OC(C)=O)(OC(C)=O)OC(C)=O.[Na+]. (3) Given the product [CH3:1][O:2][C:3]([C:5]1[O:6][C:7]2[CH:13]=[CH:12][C:11]([O:14][C:22]3[S:23][C:24]4[C:25]([N:30]=3)=[N:26][CH:27]=[CH:28][CH:29]=4)=[CH:10][C:8]=2[CH:9]=1)=[O:4], predict the reactants needed to synthesize it. The reactants are: [CH3:1][O:2][C:3]([C:5]1[O:6][C:7]2[CH:13]=[CH:12][C:11]([OH:14])=[CH:10][C:8]=2[CH:9]=1)=[O:4].C([O-])([O-])=O.[Cs+].[Cs+].Cl[C:22]1[S:23][C:24]2[C:25]([N:30]=1)=[N:26][CH:27]=[CH:28][CH:29]=2.O. (4) Given the product [O:30]=[C:29]([C:31]1[CH:36]=[CH:35][CH:34]=[CH:33][N:32]=1)/[CH:28]=[CH:27]/[C:24]1[CH:23]=[CH:22][C:21]([NH:20][C:15]([C:10]2[C:9]([C:6]3[CH:7]=[CH:8][C:3]([C:2]([F:19])([F:18])[F:1])=[CH:4][CH:5]=3)=[CH:14][CH:13]=[CH:12][CH:11]=2)=[O:16])=[CH:26][CH:25]=1, predict the reactants needed to synthesize it. The reactants are: [F:1][C:2]([F:19])([F:18])[C:3]1[CH:8]=[CH:7][C:6]([C:9]2[C:10]([C:15](Cl)=[O:16])=[CH:11][CH:12]=[CH:13][CH:14]=2)=[CH:5][CH:4]=1.[NH2:20][C:21]1[CH:26]=[CH:25][C:24](/[CH:27]=[CH:28]/[C:29]([C:31]2[CH:36]=[CH:35][CH:34]=[CH:33][N:32]=2)=[O:30])=[CH:23][CH:22]=1.C(N(CC)CC)C.C(OCC)(=O)C. (5) The reactants are: [F:1][C:2]1[CH:34]=[N:33][C:5]2[N:6]([C:26]3[CH:31]=[CH:30][CH:29]=[C:28](I)[CH:27]=3)[C:7](=[O:25])[N:8]([C@@H:11]3[CH2:16][CH2:15][C@H:14]([NH:17][C:18](=[O:24])[O:19][C:20]([CH3:23])([CH3:22])[CH3:21])[CH2:13][CH2:12]3)[C:9](=[O:10])[C:4]=2[CH:3]=1.[OH:35][C:36]1[CH:37]=[CH:38][C:39](B2OC(C)(C)C(C)(C)O2)=[C:40]([CH:43]=1)[CH:41]=[O:42]. Given the product [C:20]([O:19][C:18](=[O:24])[NH:17][C@H:14]1[CH2:15][CH2:16][C@@H:11]([N:8]2[C:9](=[O:10])[C:4]3[CH:3]=[C:2]([F:1])[CH:34]=[N:33][C:5]=3[N:6]([C:26]3[CH:27]=[C:28]([C:39]4[CH:38]=[CH:37][C:36]([OH:35])=[CH:43][C:40]=4[CH:41]=[O:42])[CH:29]=[CH:30][CH:31]=3)[C:7]2=[O:25])[CH2:12][CH2:13]1)([CH3:23])([CH3:22])[CH3:21], predict the reactants needed to synthesize it. (6) Given the product [C:1]([C:4]1[CH:12]=[CH:11][C:7]([CH2:8][CH2:9][N:35]2[CH2:36][CH:37]=[C:32]([C:24]3[C:25]([C:26]4[CH:31]=[CH:30][N:29]=[CH:28][CH:27]=4)=[C:21]([C:16]4[CH:17]=[CH:18][C:19]([F:20])=[C:14]([Cl:13])[CH:15]=4)[NH:22][CH:23]=3)[CH2:33][CH2:34]2)=[CH:6][CH:5]=1)(=[O:3])[CH3:2].[ClH:38].[C:1]([C:4]1[CH:12]=[CH:11][C:7]([CH2:8][CH2:9][N:35]2[CH2:36][CH:37]=[C:32]([C:24]3[C:25]([C:26]4[CH:31]=[CH:30][N:29]=[CH:28][CH:27]=4)=[C:21]([C:16]4[CH:17]=[CH:18][C:19]([F:20])=[C:14]([Cl:13])[CH:15]=4)[NH:22][CH:23]=3)[CH2:33][CH2:34]2)=[CH:6][CH:5]=1)(=[O:3])[CH3:2], predict the reactants needed to synthesize it. The reactants are: [C:1]([C:4]1[CH:12]=[CH:11][C:7]([CH2:8][CH2:9]Br)=[CH:6][CH:5]=1)(=[O:3])[CH3:2].[Cl:13][C:14]1[CH:15]=[C:16]([C:21]2[NH:22][CH:23]=[C:24]([C:32]3[CH2:33][CH2:34][NH:35][CH2:36][CH:37]=3)[C:25]=2[C:26]2[CH:31]=[CH:30][N:29]=[CH:28][CH:27]=2)[CH:17]=[CH:18][C:19]=1[F:20].[ClH:38]. (7) The reactants are: [CH3:1][CH:2]([CH3:33])[C:3]([NH:5][C:6]1[CH:11]=[CH:10][CH:9]=[C:8]([CH:12]2[CH2:17][CH2:16][N:15]([CH2:18][CH2:19][CH2:20][CH2:21][C:22]([C:24]3[CH:29]=[CH:28][CH:27]=[C:26]([N+:30]([O-:32])=[O:31])[CH:25]=3)=O)[CH2:14][CH2:13]2)[CH:7]=1)=[O:4].Cl.[C:35]1([NH:45]N)[C:44]2[C:39](=[CH:40][CH:41]=[CH:42][CH:43]=2)[CH:38]=[CH:37][CH:36]=1. Given the product [CH3:1][CH:2]([CH3:33])[C:3]([NH:5][C:6]1[CH:11]=[CH:10][CH:9]=[C:8]([CH:12]2[CH2:17][CH2:16][N:15]([CH2:18][CH2:19][CH2:20][C:21]3[C:36]4[C:35](=[C:44]5[CH:43]=[CH:42][CH:41]=[CH:40][C:39]5=[CH:38][CH:37]=4)[NH:45][C:22]=3[C:24]3[CH:29]=[CH:28][CH:27]=[C:26]([N+:30]([O-:32])=[O:31])[CH:25]=3)[CH2:14][CH2:13]2)[CH:7]=1)=[O:4], predict the reactants needed to synthesize it. (8) Given the product [F:1][C:2]1[CH:7]=[C:6]([O:8][CH3:9])[CH:5]=[CH:4][C:3]=1[C:10]1[C:19]2[C:14](=[CH:15][C:16]([CH:20]([CH3:22])[CH2:21][C:37]3[CH:38]=[N:39][C:40]([CH3:43])=[N:41][CH:42]=3)=[CH:17][CH:18]=2)[N:13]=[C:12]([C:23]([O:25][CH3:26])=[O:24])[CH:11]=1, predict the reactants needed to synthesize it. The reactants are: [F:1][C:2]1[CH:7]=[C:6]([O:8][CH3:9])[CH:5]=[CH:4][C:3]=1[C:10]1[C:19]2[C:14](=[CH:15][C:16]([C:20]([CH3:22])=[CH2:21])=[CH:17][CH:18]=2)[N:13]=[C:12]([C:23]([O:25][CH3:26])=[O:24])[CH:11]=1.B1C2CCCC1CCC2.Br[C:37]1[CH:38]=[N:39][C:40]([CH3:43])=[N:41][CH:42]=1.C(P(C12CC3CC(CC(C3)C1)C2)C12CC3CC(CC(C3)C1)C2)CCC.C(=O)([O-])[O-].[K+].[K+].